From a dataset of Full USPTO retrosynthesis dataset with 1.9M reactions from patents (1976-2016). Predict the reactants needed to synthesize the given product. Given the product [CH3:1][O:2][C:3]1[CH:4]=[C:5]([C:11]2[C:20](=[O:21])[C:19]3[C:14](=[C:15]([CH3:23])[C:16]([O:22][C:24](=[O:26])[CH3:25])=[CH:17][CH:18]=3)[O:13][CH:12]=2)[CH:6]=[CH:7][C:8]=1[O:9][CH3:10], predict the reactants needed to synthesize it. The reactants are: [CH3:1][O:2][C:3]1[CH:4]=[C:5]([C:11]2[C:20](=[O:21])[C:19]3[C:14](=[C:15]([CH3:23])[C:16]([OH:22])=[CH:17][CH:18]=3)[O:13][CH:12]=2)[CH:6]=[CH:7][C:8]=1[O:9][CH3:10].[C:24](OC(=O)C)(=[O:26])[CH3:25].